Predict the product of the given reaction. From a dataset of Forward reaction prediction with 1.9M reactions from USPTO patents (1976-2016). Given the reactants C[O:2]CO[C:5]1[C:6](CCN)=[C:7]2[C:12](=[C:13](C)[C:14]=1C)[O:11][C:10](C)(C)[CH2:9][CH2:8]2.N1C=CC=CC=1.[CH3:28][S:29](Cl)(=[O:31])=[O:30], predict the reaction product. The product is: [S:29]([OH:31])(=[O:2])(=[O:30])[CH3:28].[O:11]1[C:12]2[C:7](=[CH:6][CH:5]=[CH:14][CH:13]=2)[CH2:8][CH2:9][CH2:10]1.